From a dataset of Catalyst prediction with 721,799 reactions and 888 catalyst types from USPTO. Predict which catalyst facilitates the given reaction. (1) Reactant: Cl[C:2]1[S:3][C:4]([C:7]2[CH:12]=[CH:11][CH:10]=[CH:9][CH:8]=2)=[CH:5][N:6]=1.O.[NH2:14][NH2:15]. Product: [C:7]1([C:4]2[S:3][C:2]([NH:14][NH2:15])=[N:6][CH:5]=2)[CH:12]=[CH:11][CH:10]=[CH:9][CH:8]=1. The catalyst class is: 17. (2) Reactant: [Cl:1][C:2]1[N:3]=[C:4](Cl)[C:5]2[CH2:10][CH2:9][CH:8]([C:11]3[CH:16]=[CH:15][C:14]([F:17])=[CH:13][CH:12]=3)[C:6]=2[N:7]=1.[F:19][C:20]1([F:26])[CH2:25][CH2:24][NH:23][CH2:22][CH2:21]1. Product: [Cl:1][C:2]1[N:3]=[C:4]([N:23]2[CH2:24][CH2:25][C:20]([F:26])([F:19])[CH2:21][CH2:22]2)[C:5]2[CH2:10][CH2:9][CH:8]([C:11]3[CH:16]=[CH:15][C:14]([F:17])=[CH:13][CH:12]=3)[C:6]=2[N:7]=1. The catalyst class is: 5. (3) Reactant: [NH2:1][C:2]1[N:7]=[C:6]([Cl:8])[N:5]=[C:4]([C:9]([O:11][CH3:12])=[O:10])[CH:3]=1.Br[CH2:14][CH:15](OC)OC. Product: [Cl:8][C:6]1[N:7]2[CH:14]=[CH:15][N:1]=[C:2]2[CH:3]=[C:4]([C:9]([O:11][CH3:12])=[O:10])[N:5]=1. The catalyst class is: 10. (4) Reactant: [OH:1][C:2]1[C:11]([CH3:12])=[C:10]2[C:5]([C:6](=[O:21])[C:7]([C:13]3[CH:18]=[CH:17][CH:16]=[CH:15][C:14]=3[O:19]C)=[CH:8][O:9]2)=[CH:4][CH:3]=1.B(Br)(Br)Br. Product: [OH:1][C:2]1[C:11]([CH3:12])=[C:10]2[C:5]([C:6](=[O:21])[C:7]([C:13]3[CH:18]=[CH:17][CH:16]=[CH:15][C:14]=3[OH:19])=[CH:8][O:9]2)=[CH:4][CH:3]=1. The catalyst class is: 2. (5) Reactant: Cl[C:2]1[CH:3]=[CH:4][C:5]2[N:6]([C:8]([C:11]([F:14])([F:13])[F:12])=[N:9][N:10]=2)[N:7]=1.[C@@H:15]12[N:22]([C:23]([O:25][C:26]([CH3:29])([CH3:28])[CH3:27])=[O:24])[C@@H:19]([CH2:20][CH2:21]1)[CH2:18][NH:17][CH2:16]2.CCN(C(C)C)C(C)C. Product: [F:12][C:11]([F:14])([F:13])[C:8]1[N:6]2[N:7]=[C:2]([N:17]3[CH2:16][C@H:15]4[N:22]([C:23]([O:25][C:26]([CH3:29])([CH3:28])[CH3:27])=[O:24])[C@H:19]([CH2:20][CH2:21]4)[CH2:18]3)[CH:3]=[CH:4][C:5]2=[N:10][N:9]=1. The catalyst class is: 8. (6) The catalyst class is: 6. Reactant: [CH:1]([C:3]1[N:7]([CH3:8])[CH:6]=[C:5]([C:9]([O:11]C)=[O:10])[CH:4]=1)=[O:2].[CH3:13]O.[OH-].[Na+]. Product: [CH3:13][C:6]1[N:7]([CH3:8])[C:3]([CH:1]=[O:2])=[CH:4][C:5]=1[C:9]([OH:11])=[O:10].